From a dataset of Catalyst prediction with 721,799 reactions and 888 catalyst types from USPTO. Predict which catalyst facilitates the given reaction. (1) Reactant: [C:1]([C:3]1[CH:8]=[CH:7][C:6]([CH2:9][CH2:10][O:11][C:12]2[CH:13]=[C:14]([NH:18][S:19]([C:22]3[CH:27]=[CH:26][CH:25]=[CH:24][CH:23]=3)(=[O:21])=[O:20])[CH:15]=[CH:16][CH:17]=2)=[CH:5][CH:4]=1)#[N:2].C([O-])([O-])=O.[K+].[K+].Br[CH2:35][C:36]([O:38][CH2:39][CH3:40])=[O:37]. Product: [C:22]1([S:19]([N:18]([CH2:35][C:36]([O:38][CH2:39][CH3:40])=[O:37])[C:14]2[CH:15]=[CH:16][CH:17]=[C:12]([O:11][CH2:10][CH2:9][C:6]3[CH:5]=[CH:4][C:3]([C:1]#[N:2])=[CH:8][CH:7]=3)[CH:13]=2)(=[O:21])=[O:20])[CH:27]=[CH:26][CH:25]=[CH:24][CH:23]=1. The catalyst class is: 3. (2) Reactant: [O:1]1[CH2:6][CH2:5][CH:4]([C:7]([O:9][CH2:10][CH3:11])=[O:8])[CH2:3][CH2:2]1.[Li+].[CH3:13]C([N-]C(C)C)C.CI. Product: [CH3:13][C:4]1([C:7]([O:9][CH2:10][CH3:11])=[O:8])[CH2:5][CH2:6][O:1][CH2:2][CH2:3]1. The catalyst class is: 7. (3) Reactant: [CH3:1][CH:2]1[C:13](=O)[C:12]2[C:4](=[C:5]3[C:9](=[CH:10][CH:11]=2)[CH2:8][C:7]([CH3:16])([CH3:15])[CH2:6]3)[CH2:3]1.[BH4-].[Na+].CO. Product: [CH3:15][C:7]1([CH3:16])[CH2:8][C:9]2[C:5](=[C:4]3[C:12](=[CH:11][CH:10]=2)[CH2:13][C:2]([CH3:1])=[CH:3]3)[CH2:6]1. The catalyst class is: 1. (4) Reactant: [Br:1][C:2]1[CH:3]=[C:4]2[C:8](=[CH:9][CH:10]=1)[NH:7][C:6]1[CH2:11][N:12]([C:15]([O:17][C:18]([CH3:21])([CH3:20])[CH3:19])=[O:16])[CH2:13][CH2:14][C:5]2=1.[H-].[Na+].[CH3:24]I. Product: [Br:1][C:2]1[CH:3]=[C:4]2[C:8](=[CH:9][CH:10]=1)[N:7]([CH3:24])[C:6]1[CH2:11][N:12]([C:15]([O:17][C:18]([CH3:21])([CH3:20])[CH3:19])=[O:16])[CH2:13][CH2:14][C:5]2=1. The catalyst class is: 85. (5) Reactant: [C:1]([OH:7])([C:3]([F:6])([F:5])[F:4])=[O:2].[NH:8]1[C:12]2[CH:13]=[CH:14][CH:15]=[CH:16][C:11]=2[N:10]=[C:9]1[S:17][C:18]1[O:22][C:21](/[CH:23]=[C:24]2/[C:25](=[O:41])[N:26]([CH2:30][CH2:31][CH2:32][NH:33]C(=O)OC(C)(C)C)[C:27](=[O:29])[S:28]/2)=[CH:20][CH:19]=1. Product: [F:4][C:3]([F:6])([F:5])[C:1]([OH:7])=[O:2].[NH:8]1[C:12]2[CH:13]=[CH:14][CH:15]=[CH:16][C:11]=2[N:10]=[C:9]1[S:17][C:18]1[O:22][C:21](/[CH:23]=[C:24]2/[C:25](=[O:41])[N:26]([CH2:30][CH2:31][CH2:32][NH2:33])[C:27](=[O:29])[S:28]/2)=[CH:20][CH:19]=1. The catalyst class is: 2. (6) Reactant: Br[C:2]1[CH:3]=[C:4]([C:26]([F:29])([F:28])[F:27])[C:5]2[N:6]([C:8]([Cl:25])=[C:9]([C:11]([N:13]3[CH2:17][CH2:16][CH:15]([C:18]4[CH:23]=[CH:22][CH:21]=[C:20]([F:24])[CH:19]=4)[CH2:14]3)=[O:12])[N:10]=2)[CH:7]=1.C([Si](C(C)C)(C(C)C)[N:34]1[CH:38]=[CH:37][C:36](B(O)O)=[CH:35]1)(C)C.[O-]P([O-])([O-])=O.[K+].[K+].[K+].C([O-])([O-])=O.[K+].[K+]. Product: [Cl:25][C:8]1[N:6]2[CH:7]=[C:2]([C:36]3[CH:37]=[CH:38][NH:34][CH:35]=3)[CH:3]=[C:4]([C:26]([F:29])([F:28])[F:27])[C:5]2=[N:10][C:9]=1[C:11]([N:13]1[CH2:17][CH2:16][CH:15]([C:18]2[CH:23]=[CH:22][CH:21]=[C:20]([F:24])[CH:19]=2)[CH2:14]1)=[O:12]. The catalyst class is: 667. (7) Reactant: C1(O)C=CC=CC=1.C([O-])([O-])=O.[Cs+].[Cs+].[CH2:14]([O:21][C:22]1[CH:31]=[C:30]2[C:25]([CH:26]=[CH:27][C:28]([OH:32])=[CH:29]2)=[CH:24][C:23]=1[Br:33])[C:15]1[CH:20]=[CH:19][CH:18]=[CH:17][CH:16]=1.Br[CH2:35][CH2:36][CH2:37][O:38][CH2:39][C:40]1[CH:45]=[CH:44][CH:43]=[CH:42][CH:41]=1.[Na+].[I-]. Product: [CH2:14]([O:21][C:22]1[C:23]([Br:33])=[CH:24][C:25]2[C:30]([CH:31]=1)=[CH:29][C:28]([O:32][CH2:35][CH2:36][CH2:37][O:38][CH2:39][C:40]1[CH:45]=[CH:44][CH:43]=[CH:42][CH:41]=1)=[CH:27][CH:26]=2)[C:15]1[CH:16]=[CH:17][CH:18]=[CH:19][CH:20]=1. The catalyst class is: 692. (8) Reactant: [Cl:1][C:2]1[N:7]=[C:6]([C:8]([OH:10])=O)[CH:5]=[C:4]([N:11]2[CH2:16][CH2:15][O:14][CH2:13][CH2:12]2)[CH:3]=1.C(Cl)CCl.[CH3:21][NH2:22].C1COCC1. Product: [Cl:1][C:2]1[N:7]=[C:6]([C:8]([NH:22][CH3:21])=[O:10])[CH:5]=[C:4]([N:11]2[CH2:16][CH2:15][O:14][CH2:13][CH2:12]2)[CH:3]=1. The catalyst class is: 241. (9) Reactant: Br[C:2]1[CH:7]=[CH:6][N:5]2[N:8]=[C:9]([NH:11][C:12]([NH:14][CH2:15][CH3:16])=[O:13])[N:10]=[C:4]2[CH:3]=1.C([O-])([O-])=O.[Na+].[Na+].[N:23]1[CH:28]=[CH:27][CH:26]=[C:25](B(O)O)[CH:24]=1. Product: [CH2:15]([NH:14][C:12]([NH:11][C:9]1[N:10]=[C:4]2[CH:3]=[C:2]([C:25]3[CH:24]=[N:23][CH:28]=[CH:27][CH:26]=3)[CH:7]=[CH:6][N:5]2[N:8]=1)=[O:13])[CH3:16]. The catalyst class is: 75. (10) Reactant: [H-].[Na+].[Cl-].[CH3:4][S+](C)(C)=O.[CH2:9]([O:11][C:12](=[O:25])[CH:13]=[CH:14][C:15]1[CH:16]=[C:17]2[C:22](=[CH:23][CH:24]=1)[N:21]=[CH:20][CH:19]=[CH:18]2)[CH3:10]. Product: [CH2:9]([O:11][C:12]([C@@H:13]1[CH2:4][C@H:14]1[C:15]1[CH:16]=[C:17]2[C:22](=[CH:23][CH:24]=1)[N:21]=[CH:20][CH:19]=[CH:18]2)=[O:25])[CH3:10]. The catalyst class is: 16.